Task: Predict the reactants needed to synthesize the given product.. Dataset: Full USPTO retrosynthesis dataset with 1.9M reactions from patents (1976-2016) (1) The reactants are: [Si:1]([O:8][CH2:9][C:10]1[CH:19]=[CH:18][CH:17]=[C:16]2[C:11]=1[C:12](=[O:30])[N:13]([C:21]1[CH:22]=[C:23]([C:27](O)=[O:28])[S:24][C:25]=1[Cl:26])[C:14](=[O:20])[NH:15]2)([C:4]([CH3:7])([CH3:6])[CH3:5])([CH3:3])[CH3:2].[CH2:31]([NH:35][CH3:36])[CH:32]([CH3:34])[CH3:33].C(N(CC)C(C)C)(C)C. Given the product [Si:1]([O:8][CH2:9][C:10]1[CH:19]=[CH:18][CH:17]=[C:16]2[C:11]=1[C:12](=[O:30])[N:13]([C:21]1[CH:22]=[C:23]([C:27]([N:35]([CH2:31][CH:32]([CH3:34])[CH3:33])[CH3:36])=[O:28])[S:24][C:25]=1[Cl:26])[C:14](=[O:20])[NH:15]2)([C:4]([CH3:7])([CH3:5])[CH3:6])([CH3:3])[CH3:2], predict the reactants needed to synthesize it. (2) Given the product [Br:14][C:15]1[CH:16]=[C:17]([C:21]2[C:22](=[O:23])[N:2]([CH3:1])[C:3]3[NH:4][C:5]4[C:10]([C:11]=3[CH:27]=2)=[CH:9][C:8]([CH3:12])=[CH:7][CH:6]=4)[CH:18]=[CH:19][CH:20]=1, predict the reactants needed to synthesize it. The reactants are: [CH3:1][NH:2][C:3]1[N:4](C)[C:5]2[C:10]([CH:11]=1)=[CH:9][C:8]([CH3:12])=[CH:7][CH:6]=2.[Br:14][C:15]1[CH:16]=[C:17]([C:21](=[CH:27]O)[C:22](OCC)=[O:23])[CH:18]=[CH:19][CH:20]=1. (3) Given the product [CH3:1][C:2]1([CH2:6][O:7][S:15]([C:12]2[CH:13]=[CH:14][C:9]([CH3:8])=[CH:10][CH:11]=2)(=[O:17])=[O:16])[CH2:5][O:4][CH2:3]1, predict the reactants needed to synthesize it. The reactants are: [CH3:1][C:2]1([CH2:6][OH:7])[CH2:5][O:4][CH2:3]1.[CH3:8][C:9]1[CH:14]=[CH:13][C:12]([S:15](Cl)(=[O:17])=[O:16])=[CH:11][CH:10]=1. (4) Given the product [C:41]([OH:53])(=[O:52])[CH2:42][C:43]([CH2:48][C:49]([OH:51])=[O:50])([C:45]([OH:47])=[O:46])[OH:44].[Cl:1][C:2]1[CH:11]=[C:10]2[C:5]([CH:6]=[CH:7][C:8](/[CH:12]=[CH:13]/[C:14]3[CH:15]=[C:16]([C@H:20]([S:33][CH2:34][C:35]4([CH2:38][OH:39])[CH2:36][CH2:37]4)[CH2:21][CH2:22][C:23]4[CH:28]=[CH:27][CH:26]=[CH:25][C:24]=4[C:29]([OH:32])([CH3:31])[CH3:30])[CH:17]=[CH:18][CH:19]=3)=[N:9]2)=[CH:4][CH:3]=1, predict the reactants needed to synthesize it. The reactants are: [Cl:1][C:2]1[CH:11]=[C:10]2[C:5]([CH:6]=[CH:7][C:8](/[CH:12]=[CH:13]/[C:14]3[CH:15]=[C:16]([C@H:20]([S:33][CH2:34][C:35]4([CH2:38][OH:39])[CH2:37][CH2:36]4)[CH2:21][CH2:22][C:23]4[CH:28]=[CH:27][CH:26]=[CH:25][C:24]=4[C:29]([OH:32])([CH3:31])[CH3:30])[CH:17]=[CH:18][CH:19]=3)=[N:9]2)=[CH:4][CH:3]=1.O.[C:41]([OH:53])(=[O:52])[CH2:42][C:43]([CH2:48][C:49]([OH:51])=[O:50])([C:45]([OH:47])=[O:46])[OH:44]. (5) Given the product [CH3:38][C@H:36]1[O:37][C@@H:32]([CH3:31])[CH2:33][N:34]([C:1]([O:12][CH2:13][CH2:14][C:15]2[CH:16]=[CH:17][N:18]=[CH:19][CH:20]=2)=[O:21])[CH2:35]1, predict the reactants needed to synthesize it. The reactants are: [C:1](=[O:21])([O:12][CH2:13][CH2:14][C:15]1[CH:20]=[CH:19][N:18]=[CH:17][CH:16]=1)OC1C=CC([N+]([O-])=O)=CC=1.CCN(C(C)C)C(C)C.[CH3:31][C@H:32]1[O:37][C@@H:36]([CH3:38])[CH2:35][NH:34][CH2:33]1. (6) Given the product [CH3:1][O:2][C:3](=[O:34])[CH2:4][CH2:5][C:6]1[N:7]([CH2:24][C:25]2[CH:33]=[CH:32][C:28]3[O:29][CH2:30][O:31][C:27]=3[CH:26]=2)[C:8](=[O:23])[C:9]2[C:14]([C:15]=1[C:16]1[CH:17]=[CH:18][CH:19]=[CH:20][CH:21]=1)=[CH:13][CH:12]=[CH:11][CH:10]=2, predict the reactants needed to synthesize it. The reactants are: [CH3:1][O:2][C:3](=[O:34])[CH:4]=[CH:5][C:6]1[N:7]([CH2:24][C:25]2[CH:33]=[CH:32][C:28]3[O:29][CH2:30][O:31][C:27]=3[CH:26]=2)[C:8](=[O:23])[C:9]2[C:14]([C:15]=1[C:16]1[CH:21]=[CH:20][CH:19]=[CH:18][CH:17]=1)=[CH:13][C:12](Br)=[CH:11][CH:10]=2.CO. (7) Given the product [CH3:1][C@@H:2]1[C@@H:41]([OH:42])[C@@H:40]([CH3:43])[C@H:39]([CH3:44])[O:38][C:36](=[O:37])[CH2:35][C@H:34]([OH:45])[CH2:33][C@H:32]([OH:46])[CH2:31][CH2:30][C@@H:29]([OH:47])[C@H:28]([OH:48])[CH2:27][C@H:26]([OH:49])[CH2:25][C@@:23]2([OH:50])[O:24][C@H:19]([C@H:20]([C:52]([O:54][CH3:74])=[O:53])[C@@H:21]([OH:51])[CH2:22]2)[CH2:18][C@@H:17]([O:55][CH:56]2[O:61][C@H:60]([CH3:62])[C@@H:59]([OH:63])[C@H:58]([N:64]([CH2:65][CH2:66][CH2:67][NH2:68])[CH2:69][CH2:70][CH2:71][NH2:72])[C@@H:57]2[OH:73])[CH:16]=[CH:15][CH:14]=[CH:13][CH:12]=[CH:11][CH:10]=[CH:9][CH:8]=[CH:7][CH:6]=[CH:5][CH:4]=[CH:3]1, predict the reactants needed to synthesize it. The reactants are: [CH3:1][C@@H:2]1[C@@H:41]([OH:42])[C@@H:40]([CH3:43])[C@H:39]([CH3:44])[O:38][C:36](=[O:37])[CH2:35][C@H:34]([OH:45])[CH2:33][C@H:32]([OH:46])[CH2:31][CH2:30][C@@H:29]([OH:47])[C@H:28]([OH:48])[CH2:27][C@H:26]([OH:49])[CH2:25][C@@:23]2([OH:50])[O:24][C@H:19]([C@H:20]([C:52]([OH:54])=[O:53])[C@@H:21]([OH:51])[CH2:22]2)[CH2:18][C@@H:17]([O:55][CH:56]2[O:61][C@H:60]([CH3:62])[C@@H:59]([OH:63])[C@H:58]([N:64]([CH2:69][CH2:70][CH2:71][NH2:72])[CH2:65][CH2:66][CH2:67][NH2:68])[C@@H:57]2[OH:73])[CH:16]=[CH:15][CH:14]=[CH:13][CH:12]=[CH:11][CH:10]=[CH:9][CH:8]=[CH:7][CH:6]=[CH:5][CH:4]=[CH:3]1.[CH3:74][Si](C=[N+]=[N-])(C)C.C(OCC)C. (8) The reactants are: Cl.[CH2:2]([O:4][C:5]([N:7]1[CH2:13][CH:12]([N:14]2[C:22](=[O:23])[C:21]3[C:16](=[CH:17][CH:18]=[CH:19][CH:20]=3)[C:15]2=[O:24])[C:11]([NH2:25])=[N:10][CH2:9][CH2:8]1)=[O:6])[CH3:3].[H-].[Na+].[N:28]1[CH:33]=[CH:32][C:31]([C:34](=O)[CH2:35][C:36](OCC)=[O:37])=[N:30][CH:29]=1. Given the product [CH2:2]([O:4][C:5]([N:7]1[CH2:13][CH:12]([N:14]2[C:15](=[O:24])[C:16]3[C:21](=[CH:20][CH:19]=[CH:18][CH:17]=3)[C:22]2=[O:23])[C:11]2=[N:25][C:34]([C:31]3[CH:32]=[CH:33][N:28]=[CH:29][N:30]=3)=[CH:35][C:36](=[O:37])[N:10]2[CH2:9][CH2:8]1)=[O:6])[CH3:3], predict the reactants needed to synthesize it. (9) Given the product [Cl:20][C:21]1[CH:26]=[CH:25][C:24]([C:2]2[C:7]3=[N:8][C:9]([C:12]([N:14]4[CH2:18][CH2:17][CH:16]([OH:19])[CH2:15]4)=[O:13])=[CH:10][N:11]=[C:6]3[CH:5]=[N:4][CH:3]=2)=[C:23]([F:30])[CH:22]=1, predict the reactants needed to synthesize it. The reactants are: Br[C:2]1[C:7]2=[N:8][C:9]([C:12]([N:14]3[CH2:18][CH2:17][CH:16]([OH:19])[CH2:15]3)=[O:13])=[CH:10][N:11]=[C:6]2[CH:5]=[N:4][CH:3]=1.[Cl:20][C:21]1[CH:26]=[CH:25][C:24](B(O)O)=[C:23]([F:30])[CH:22]=1.C(=O)([O-])[O-].[Cs+].[Cs+].O1CCOCC1.